From a dataset of Catalyst prediction with 721,799 reactions and 888 catalyst types from USPTO. Predict which catalyst facilitates the given reaction. (1) Reactant: [F:1][C:2]1[C:3]([NH:18][C:19]2[CH:24]=[CH:23][C:22]([I:25])=[CH:21][C:20]=2[F:26])=[C:4]([CH:12]=[C:13]([CH:16]=O)[C:14]=1[F:15])[C:5]([NH:7][O:8][CH2:9][CH2:10][OH:11])=[O:6].[CH2:27]([CH2:29][NH2:30])[OH:28]. Product: [F:1][C:2]1[C:3]([NH:18][C:19]2[CH:24]=[CH:23][C:22]([I:25])=[CH:21][C:20]=2[F:26])=[C:4]([CH:12]=[C:13](/[CH:16]=[N:30]/[CH2:29][CH2:27][OH:28])[C:14]=1[F:15])[C:5]([NH:7][O:8][CH2:9][CH2:10][OH:11])=[O:6]. The catalyst class is: 1. (2) Reactant: [O:1]1[C:5]2[CH:6]=[CH:7][CH:8]=[CH:9][C:4]=2[CH2:3][CH2:2]1.[N+:10]([O-])([OH:12])=[O:11]. Product: [N+:10]([C:8]1[CH:7]=[CH:6][C:5]2[O:1][CH2:2][CH2:3][C:4]=2[CH:9]=1)([O-:12])=[O:11]. The catalyst class is: 15. (3) Reactant: [CH3:1]/[C:2](/[CH2:6][CH2:7][CH:8]=[C:9]([CH3:11])[CH3:10])=[CH:3]\[CH2:4][OH:5].C(OI(C1C=CC=CC=1)OC(=O)C)(=O)C.CC1(C)N([O])C(C)(C)CCC1. Product: [CH3:1]/[C:2](/[CH2:6][CH2:7][CH:8]=[C:9]([CH3:11])[CH3:10])=[CH:3]\[CH:4]=[O:5]. The catalyst class is: 4. (4) Reactant: [NH2:1][C:2]1[CH:3]=[C:4]2[C:9](=[CH:10][CH:11]=1)[N:8]=[CH:7][C:6]([C:12]#[N:13])=[C:5]2[NH:14][C:15]1[CH:20]=[CH:19][C:18]([F:21])=[C:17]([Cl:22])[CH:16]=1.[NH:23]1[CH:27]=[CH:26][N:25]=[C:24]1[CH:28]=O.[BH3-]C#N.[Na+]. Product: [Cl:22][C:17]1[CH:16]=[C:15]([NH:14][C:5]2[C:4]3[C:9](=[CH:10][CH:11]=[C:2]([NH:1][CH2:28][C:24]4[NH:23][CH:27]=[CH:26][N:25]=4)[CH:3]=3)[N:8]=[CH:7][C:6]=2[C:12]#[N:13])[CH:20]=[CH:19][C:18]=1[F:21]. The catalyst class is: 14. (5) Reactant: [Si]([O:8][CH2:9][C:10]1[N:15]=[C:14]([CH3:16])[N:13]=[C:12]([C:17]([NH:19][CH2:20][C:21]2[CH:26]=[CH:25][C:24]([F:27])=[C:23]([O:28][CH3:29])[CH:22]=2)=[O:18])[CH:11]=1)(C(C)(C)C)(C)C.CCCC[N+](CCCC)(CCCC)CCCC.[F-]. The catalyst class is: 49. Product: [F:27][C:24]1[CH:25]=[CH:26][C:21]([CH2:20][NH:19][C:17]([C:12]2[CH:11]=[C:10]([CH2:9][OH:8])[N:15]=[C:14]([CH3:16])[N:13]=2)=[O:18])=[CH:22][C:23]=1[O:28][CH3:29]. (6) Reactant: [Br:1][C:2]1[C:3]([N:18]2[CH2:23][CH2:22][CH:21]([C:24]3[CH:29]=[CH:28][CH:27]=[CH:26][CH:25]=3)[CH2:20][CH2:19]2)=[C:4]([C@H:10]([OH:17])[C:11]([O:13][CH:14]([CH3:16])[CH3:15])=[O:12])[C:5]([CH3:9])=[N:6][C:7]=1[CH3:8]. Product: [Br:1][C:2]1[C:3]([N:18]2[CH2:23][CH2:22][CH:21]([C:24]3[CH:29]=[CH:28][CH:27]=[CH:26][CH:25]=3)[CH2:20][CH2:19]2)=[C:4]([C@H:10]([O:17][C:4]([CH3:10])([CH3:5])[CH3:3])[C:11]([O:13][CH:14]([CH3:16])[CH3:15])=[O:12])[C:5]([CH3:9])=[N:6][C:7]=1[CH3:8]. The catalyst class is: 2. (7) Reactant: [C:1]([O:5][C:6]([NH:8][CH:9]([C:28](=[O:32])[N:29]([CH3:31])[CH3:30])[CH2:10][C:11]1[CH:16]=[CH:15][C:14]([C:17]2[CH:22]=[CH:21][C:20]([CH2:23][CH2:24][C:25]([OH:27])=O)=[CH:19][CH:18]=2)=[CH:13][CH:12]=1)=[O:7])([CH3:4])([CH3:3])[CH3:2].C([N:35](CC)CC)C.CN([P+](ON1N=NC2C=CC=CC1=2)(N(C)C)N(C)C)C.F[P-](F)(F)(F)(F)F. Product: [C:1]([O:5][C:6](=[O:7])[NH:8][CH:9]([C:28](=[O:32])[N:29]([CH3:31])[CH3:30])[CH2:10][C:11]1[CH:16]=[CH:15][C:14]([C:17]2[CH:22]=[CH:21][C:20]([CH2:23][CH2:24][C:25](=[O:27])[NH2:35])=[CH:19][CH:18]=2)=[CH:13][CH:12]=1)([CH3:2])([CH3:4])[CH3:3]. The catalyst class is: 2. (8) The catalyst class is: 3. Reactant: [C:1]([O:5][C:6]([N:8]1[C:16]2[C:11](=[CH:12][CH:13]=[CH:14][N:15]=2)[C:10]([CH2:17]O)=[CH:9]1)=[O:7])([CH3:4])([CH3:3])[CH3:2].C1(P(C2C=CC=CC=2)C2C=CC=CC=2)C=CC=CC=1.C(Cl)(Cl)(Cl)[Cl:39]. Product: [C:1]([O:5][C:6]([N:8]1[C:16]2[C:11](=[CH:12][CH:13]=[CH:14][N:15]=2)[C:10]([CH2:17][Cl:39])=[CH:9]1)=[O:7])([CH3:4])([CH3:3])[CH3:2]. (9) Reactant: [Cl:1][C:2]1[CH:10]=[CH:9][CH:8]=[C:7]2[C:3]=1[CH2:4][N:5]([C:11]([O:13][C@H:14]1[CH2:55][N:17]3[C:18](=[O:54])[C@@H:19]([NH:46]C(OC(C)(C)C)=O)[CH2:20][CH2:21][O:22][CH2:23][CH2:24][CH:25]=[CH:26][C@@H:27]4[CH2:32][C@@:28]4([C:33](=[O:45])[NH:34][S:35]([C:38]4[CH:43]=[CH:42][C:41]([Cl:44])=[CH:40][CH:39]=4)(=[O:37])=[O:36])[NH:29][C:30](=[O:31])[C@@H:16]3[CH2:15]1)=[O:12])[CH2:6]2.Cl.O1CCOCC1. Product: [ClH:1].[Cl:1][C:2]1[CH:10]=[CH:9][CH:8]=[C:7]2[C:3]=1[CH2:4][N:5]([C:11]([O:13][C@H:14]1[CH2:55][N:17]3[C:18](=[O:54])[C@@H:19]([NH2:46])[CH2:20][CH2:21][O:22][CH2:23][CH2:24][CH:25]=[CH:26][C@@H:27]4[CH2:32][C@@:28]4([C:33](=[O:45])[NH:34][S:35]([C:38]4[CH:39]=[CH:40][C:41]([Cl:44])=[CH:42][CH:43]=4)(=[O:36])=[O:37])[NH:29][C:30](=[O:31])[C@@H:16]3[CH2:15]1)=[O:12])[CH2:6]2. The catalyst class is: 2. (10) Reactant: OC(C(F)(F)F)=O.Br[C:9]1[CH:10]=[C:11]2[C:18]3([O:22][N:21]([CH3:23])[C:20]([NH2:24])=[N:19]3)[CH2:17][CH:16]([C:25]3[CH:30]=[CH:29][CH:28]=[CH:27][CH:26]=3)[O:15][C:12]2=[CH:13][CH:14]=1.[N:31]1[CH:36]=[CH:35][CH:34]=[C:33](B(O)O)[CH:32]=1.C([O-])([O-])=O.[Cs+].[Cs+]. Product: [CH3:23][N:21]1[C:20]([NH2:24])=[N:19][C:18]2([C:11]3[C:12](=[CH:13][CH:14]=[C:9]([C:33]4[CH:32]=[N:31][CH:36]=[CH:35][CH:34]=4)[CH:10]=3)[O:15][CH:16]([C:25]3[CH:30]=[CH:29][CH:28]=[CH:27][CH:26]=3)[CH2:17]2)[O:22]1. The catalyst class is: 551.